Dataset: Reaction yield outcomes from USPTO patents with 853,638 reactions. Task: Predict the reaction yield, written as a fraction of the theoretical maximum amount of product (1.0 means a 100% yield; for example, 0.34 means a 34% yield). (1) The reactants are Br[C:2]1[CH:7]=[CH:6][C:5]([Br:8])=[CH:4][N:3]=1.[O:9]=[C:10]1[NH:15][CH2:14][CH2:13][N:12]([C:16]([O:18][C:19]([CH3:22])([CH3:21])[CH3:20])=[O:17])[CH2:11]1.C([O-])([O-])=O.[Cs+].[Cs+]. The catalyst is C1(C)C=CC=CC=1.CCOC(C)=O.C1C=CC(/C=C/C(/C=C/C2C=CC=CC=2)=O)=CC=1.C1C=CC(/C=C/C(/C=C/C2C=CC=CC=2)=O)=CC=1.C1C=CC(/C=C/C(/C=C/C2C=CC=CC=2)=O)=CC=1.[Pd].[Pd].CC1(C)C2C(=C(P(C3C=CC=CC=3)C3C=CC=CC=3)C=CC=2)OC2C(P(C3C=CC=CC=3)C3C=CC=CC=3)=CC=CC1=2. The product is [Br:8][C:5]1[CH:6]=[CH:7][C:2]([N:15]2[CH2:14][CH2:13][N:12]([C:16]([O:18][C:19]([CH3:21])([CH3:20])[CH3:22])=[O:17])[CH2:11][C:10]2=[O:9])=[N:3][CH:4]=1. The yield is 0.960. (2) The reactants are [CH3:1][C:2]1[N:6]([C:7]2[CH:12]=[CH:11][CH:10]=[CH:9][CH:8]=2)[N:5]=[CH:4][C:3]=1[C:13]([OH:15])=O.CN(C=O)C.S(Cl)([Cl:24])(=O)=O. The catalyst is C(Cl)Cl. The product is [CH3:1][C:2]1[N:6]([C:7]2[CH:12]=[CH:11][CH:10]=[CH:9][CH:8]=2)[N:5]=[CH:4][C:3]=1[C:13]([Cl:24])=[O:15]. The yield is 0.980. (3) The reactants are B.C1COCC1.[N+:7]([C:10]1[CH:18]=[C:14]([C:15](O)=[O:16])[C:13]([OH:19])=[CH:12][CH:11]=1)([O-:9])=[O:8].Cl.C(OC)(C)(C)C. The catalyst is C1COCC1. The product is [OH:16][CH2:15][C:14]1[CH:18]=[C:10]([N+:7]([O-:9])=[O:8])[CH:11]=[CH:12][C:13]=1[OH:19]. The yield is 0.760. (4) The reactants are [Br:1][C:2]1[CH:10]=[C:6]([C:7]([OH:9])=O)[C:5]([OH:11])=[CH:4][CH:3]=1.[Cl:12][C:13]1[CH:19]=[C:18]([C:20]([F:23])([F:22])[F:21])[CH:17]=[CH:16][C:14]=1[NH2:15]. No catalyst specified. The product is [Br:1][C:2]1[CH:3]=[CH:4][C:5]([OH:11])=[C:6]([CH:10]=1)[C:7]([NH:15][C:14]1[CH:16]=[CH:17][C:18]([C:20]([F:21])([F:22])[F:23])=[CH:19][C:13]=1[Cl:12])=[O:9]. The yield is 0.349.